Dataset: Full USPTO retrosynthesis dataset with 1.9M reactions from patents (1976-2016). Task: Predict the reactants needed to synthesize the given product. (1) Given the product [CH:9]([C:12]1[CH:17]=[CH:16][C:15]([C@@H:18]2[C:22]3[C:23]([CH3:37])=[C:24]([NH:29][C:30](=[O:36])[CH2:31][C:32]([CH3:35])([CH3:34])[CH3:33])[C:25]([CH3:28])=[C:26]([CH3:27])[C:21]=3[O:20][C@H:19]2[CH3:38])=[CH:14][CH:13]=1)([CH3:10])[CH3:11], predict the reactants needed to synthesize it. The reactants are: C(CC(Cl)=O)(C)(C)C.[CH:9]([C:12]1[CH:17]=[CH:16][C:15]([CH:18]2[C:22]3[C:23]([CH3:37])=[C:24]([NH:29][C:30](=[O:36])[CH2:31][C:32]([CH3:35])([CH3:34])[CH3:33])[C:25]([CH3:28])=[C:26]([CH3:27])[C:21]=3[O:20][CH:19]2[CH3:38])=[CH:14][CH:13]=1)([CH3:11])[CH3:10]. (2) Given the product [Cl:1][C:2]1[CH:3]=[C:4]2[C:8](=[CH:9][CH:10]=1)[CH:7]([OH:11])[C:6]([F:16])([S:12]([CH3:15])(=[O:13])=[O:14])[CH2:5]2, predict the reactants needed to synthesize it. The reactants are: [Cl:1][C:2]1[CH:3]=[C:4]2[C:8](=[CH:9][CH:10]=1)[C:7](=[O:11])[C:6]([F:16])([S:12]([CH3:15])(=[O:14])=[O:13])[CH2:5]2.[BH4-].[Na+].Cl.O. (3) Given the product [CH3:5][C:3]1[CH2:4][CH:10]2[CH:9]([CH2:8][CH2:7][O:6]2)[CH2:1][CH:2]=1, predict the reactants needed to synthesize it. The reactants are: [CH2:1]=[CH:2][C:3](=[CH2:5])[CH3:4].[O:6]1[CH:10]=[CH:9][CH2:8][CH2:7]1.